This data is from Forward reaction prediction with 1.9M reactions from USPTO patents (1976-2016). The task is: Predict the product of the given reaction. (1) Given the reactants C([O:3][C:4](=O)[CH2:5][C:6]1[C:7]([CH3:18])=[N:8][O:9][C:10]=1[C:11]1[CH:16]=[CH:15][C:14]([Br:17])=[CH:13][CH:12]=1)C.[H-].[Al+3].[Li+].[H-].[H-].[H-], predict the reaction product. The product is: [Br:17][C:14]1[CH:13]=[CH:12][C:11]([C:10]2[O:9][N:8]=[C:7]([CH3:18])[C:6]=2[CH2:5][CH2:4][OH:3])=[CH:16][CH:15]=1. (2) Given the reactants [OH-].[Na+].[CH2:3]([O:5][CH2:6][CH2:7][O:8][C:9]1[CH:14]=[C:13](/[CH:15]=[C:16](\[O:21][CH3:22])/[C:17]([O:19]C)=[O:18])[CH:12]=[CH:11][C:10]=1[C:23]1[CH:28]=[CH:27][CH:26]=[C:25]([N:29]([CH3:38])[C:30]([NH:32][CH2:33][CH2:34][CH2:35][CH2:36][CH3:37])=[O:31])[CH:24]=1)[CH3:4].O.Cl, predict the reaction product. The product is: [CH2:3]([O:5][CH2:6][CH2:7][O:8][C:9]1[CH:14]=[C:13](/[CH:15]=[C:16](\[O:21][CH3:22])/[C:17]([OH:19])=[O:18])[CH:12]=[CH:11][C:10]=1[C:23]1[CH:28]=[CH:27][CH:26]=[C:25]([N:29]([CH3:38])[C:30]([NH:32][CH2:33][CH2:34][CH2:35][CH2:36][CH3:37])=[O:31])[CH:24]=1)[CH3:4]. (3) Given the reactants [C:1]([C:3]1[CH:4]=[C:5]([CH:28]=[CH:29][CH:30]=1)[O:6][C:7]1[CH:8]=[C:9]([CH2:13][CH:14]([NH:20]C(=O)OC(C)(C)C)[C:15]([N:17]([CH3:19])[CH3:18])=[O:16])[CH:10]=[CH:11][CH:12]=1)#[N:2].[ClH:31], predict the reaction product. The product is: [ClH:31].[NH2:20][CH:14]([CH2:13][C:9]1[CH:10]=[CH:11][CH:12]=[C:7]([O:6][C:5]2[CH:28]=[CH:29][CH:30]=[C:3]([C:1]#[N:2])[CH:4]=2)[CH:8]=1)[C:15]([N:17]([CH3:19])[CH3:18])=[O:16]. (4) The product is: [O:12]1[CH:13]=[CH:14][CH:15]=[C:11]1[C:4]1[N:3]=[C:2]([NH2:1])[CH:7]=[N:6][C:5]=1[C:8]1[CH:9]=[CH:16][N:22]=[CH:20][N:21]=1. Given the reactants [NH2:1][C:2]1[N:3]=[C:4]([C:11]2[O:12][CH:13]=[CH:14][CH:15]=2)[C:5]([C:8](=O)[CH3:9])=[N:6][CH:7]=1.[C:16](O)(=O)C.[CH:20]([NH2:22])=[NH:21], predict the reaction product. (5) Given the reactants [CH3:1][C:2]1([C:10]([CH3:12])=[CH2:11])[CH2:7][CH2:6][CH:5]([CH3:8])[CH2:4][C:3]1=[O:9].[CH:13](=[N:17][CH2:18][CH2:19][CH2:20][CH3:21])[CH2:14][CH2:15][CH3:16].Cl[Sn](Cl)(Cl)Cl, predict the reaction product. The product is: [CH2:13]([N:17]1[CH:18]([CH2:19][CH2:20][CH3:21])[CH2:12][C:10]([CH3:11])=[C:2]([CH3:1])[CH2:7][CH2:6][C@H:5]([CH3:8])[CH2:4][C:3]1=[O:9])[CH2:14][CH2:15][CH3:16].